From a dataset of Full USPTO retrosynthesis dataset with 1.9M reactions from patents (1976-2016). Predict the reactants needed to synthesize the given product. (1) Given the product [CH:1]1([NH:8][N:9]2[C:18]3[C:13](=[CH:14][CH:15]=[CH:16][CH:17]=3)[C:12]([OH:19])=[C:11]([C:20]3[NH:25][C:24]4[CH:26]=[CH:27][CH:28]=[CH:29][C:23]=4[S:22](=[O:30])(=[O:31])[N:21]=3)[C:10]2=[O:32])[CH2:2][CH2:3][CH2:4][CH2:5][CH2:6][CH2:7]1, predict the reactants needed to synthesize it. The reactants are: [C:1]1(=[N:8][N:9]2[C:18]3[C:13](=[CH:14][CH:15]=[CH:16][CH:17]=3)[C:12]([OH:19])=[C:11]([C:20]3[NH:25][C:24]4[CH:26]=[CH:27][CH:28]=[CH:29][C:23]=4[S:22](=[O:31])(=[O:30])[N:21]=3)[C:10]2=[O:32])[CH2:7][CH2:6][CH2:5][CH2:4][CH2:3][CH2:2]1.CO.[BH4-].[Li+].Cl. (2) Given the product [Cl:1][C:2]1[CH:7]=[CH:6][C:5]([CH3:8])=[C:4]([O:9][CH2:10][C:11]([Cl:17])=[O:13])[CH:3]=1, predict the reactants needed to synthesize it. The reactants are: [Cl:1][C:2]1[CH:7]=[CH:6][C:5]([CH3:8])=[C:4]([O:9][CH2:10][C:11]([OH:13])=O)[CH:3]=1.C(Cl)(=O)C([Cl:17])=O.